Dataset: HIV replication inhibition screening data with 41,000+ compounds from the AIDS Antiviral Screen. Task: Binary Classification. Given a drug SMILES string, predict its activity (active/inactive) in a high-throughput screening assay against a specified biological target. (1) The drug is C=CCN1C(=O)CSC1=NNC(=O)C(O)(c1ccccc1)c1ccccc1. The result is 0 (inactive). (2) The drug is O=C(c1ccc(Cl)cc1)c1cc2c(nc1O)CCCCC2. The result is 0 (inactive).